From a dataset of Forward reaction prediction with 1.9M reactions from USPTO patents (1976-2016). Predict the product of the given reaction. Given the reactants [CH3:1][N:2]([CH2:23][CH3:24])[C:3]([C:5]1([CH2:18][CH2:19][CH2:20][CH2:21]Br)[C:17]2[CH:16]=[CH:15][CH:14]=[CH:13][C:12]=2[C:11]2[C:6]1=[CH:7][CH:8]=[CH:9][CH:10]=2)=[O:4].[C:25]1([CH2:31][C:32]([N:34]2[CH2:39][CH2:38][NH:37][CH2:36][CH2:35]2)=[O:33])[CH:30]=[CH:29][CH:28]=[CH:27][CH:26]=1, predict the reaction product. The product is: [CH3:1][N:2]([CH2:23][CH3:24])[C:3]([C:5]1([CH2:18][CH2:19][CH2:20][CH2:21][N:37]2[CH2:38][CH2:39][N:34]([C:32](=[O:33])[CH2:31][C:25]3[CH:26]=[CH:27][CH:28]=[CH:29][CH:30]=3)[CH2:35][CH2:36]2)[C:17]2[CH:16]=[CH:15][CH:14]=[CH:13][C:12]=2[C:11]2[C:6]1=[CH:7][CH:8]=[CH:9][CH:10]=2)=[O:4].